This data is from Forward reaction prediction with 1.9M reactions from USPTO patents (1976-2016). The task is: Predict the product of the given reaction. (1) Given the reactants CC(C)([O-])C.[K+].[OH:7][C@H:8]1[CH2:12][N:11]([C:13]([O:15][C:16]([CH3:19])([CH3:18])[CH3:17])=[O:14])[C@H:10]([C:20]([OH:22])=[O:21])[CH2:9]1.[Br:23][C:24]1[CH:33]=[C:32]2[C:27]([CH:28]=[CH:29][N:30]=[C:31]2Cl)=[CH:26][C:25]=1[O:35][CH3:36], predict the reaction product. The product is: [Br:23][C:24]1[CH:33]=[C:32]2[C:27]([CH:28]=[CH:29][N:30]=[C:31]2[O:7][C@H:8]2[CH2:12][N:11]([C:13]([O:15][C:16]([CH3:17])([CH3:18])[CH3:19])=[O:14])[C@H:10]([C:20]([OH:22])=[O:21])[CH2:9]2)=[CH:26][C:25]=1[O:35][CH3:36]. (2) Given the reactants Cl.Cl.Cl.[O:4]1[C:8]2[CH:9]=[CH:10][CH:11]=[C:12]([N:13]3[CH2:18][CH2:17][N:16]([CH2:19][CH2:20][C@H:21]4[CH2:26][CH2:25][C@H:24]([NH2:27])[CH2:23][CH2:22]4)[CH2:15][CH2:14]3)[C:7]=2[O:6][CH2:5]1.[CH3:28][CH:29]([CH3:34])[CH2:30][C:31](O)=[O:32], predict the reaction product. The product is: [O:4]1[C:8]2[CH:9]=[CH:10][CH:11]=[C:12]([N:13]3[CH2:18][CH2:17][N:16]([CH2:19][CH2:20][C@H:21]4[CH2:26][CH2:25][C@H:24]([NH:27][C:31](=[O:32])[CH2:30][CH:29]([CH3:34])[CH3:28])[CH2:23][CH2:22]4)[CH2:15][CH2:14]3)[C:7]=2[O:6][CH2:5]1. (3) Given the reactants [O-:1][P:2]([O:5]P([O-])([O-])=O)(=[O:4])[O-:3].[Ca+2:10].[Ca+2], predict the reaction product. The product is: [P:2]([O-:5])([O-:4])([O-:3])=[O:1].[Ca+2:10].[P:2]([O-:5])([O-:4])([O-:3])=[O:1].[Ca+2:10].[Ca+2:10]. (4) Given the reactants [CH2:1]([C@H:8]1[CH2:13][CH2:12][N:11]([CH2:14][CH2:15][S:16]([C:19]2[CH:24]=[CH:23][C:22]([OH:25])=[CH:21][CH:20]=2)(=[O:18])=[O:17])[CH2:10][C@H:9]1[OH:26])[C:2]1[CH:7]=[CH:6][CH:5]=[CH:4][CH:3]=1.[C:27]([O:31][C:32]([N:34]([CH2:36][C:37]1[CH:45]=[CH:44][C:40]([C:41](O)=[O:42])=[CH:39][CH:38]=1)[CH3:35])=[O:33])([CH3:30])([CH3:29])[CH3:28], predict the reaction product. The product is: [CH2:1]([C@H:8]1[CH2:13][CH2:12][N:11]([CH2:14][CH2:15][S:16]([C:19]2[CH:24]=[CH:23][C:22]([O:25][C:41](=[O:42])[C:40]3[CH:39]=[CH:38][C:37]([CH2:36][N:34]([C:32]([O:31][C:27]([CH3:29])([CH3:28])[CH3:30])=[O:33])[CH3:35])=[CH:45][CH:44]=3)=[CH:21][CH:20]=2)(=[O:18])=[O:17])[CH2:10][C@H:9]1[OH:26])[C:2]1[CH:7]=[CH:6][CH:5]=[CH:4][CH:3]=1. (5) Given the reactants [F:1][C:2]1[CH:3]=[C:4]([C:8]2[C:9]([C:20](=[O:22])[CH3:21])=[CH:10][C:11]([CH:18]=[CH2:19])=[C:12]3[C:17]=2[N:16]=[CH:15][CH:14]=[CH:13]3)[CH:5]=[CH:6][CH:7]=1.[H][H], predict the reaction product. The product is: [CH2:18]([C:11]1[CH:10]=[C:9]([C:20](=[O:22])[CH3:21])[C:8]([C:4]2[CH:5]=[CH:6][CH:7]=[C:2]([F:1])[CH:3]=2)=[C:17]2[C:12]=1[CH:13]=[CH:14][CH:15]=[N:16]2)[CH3:19]. (6) Given the reactants [OH:1][CH2:2][C:3]1[CH:4]=[C:5]([C:9]#[C:10][CH2:11][N:12]2[CH:16]=[C:15]([C:17]3[N:25](COCC[Si](C)(C)C)[C:24]4[C:23](=[O:34])[N:22]([CH2:35][CH2:36][CH3:37])[C:21](=[O:38])[N:20]([CH2:39][CH2:40][CH3:41])[C:19]=4[N:18]=3)[CH:14]=[N:13]2)[CH:6]=[CH:7][CH:8]=1, predict the reaction product. The product is: [OH:1][CH2:2][C:3]1[CH:4]=[C:5]([C:9]#[C:10][CH2:11][N:12]2[CH:16]=[C:15]([C:17]3[NH:25][C:24]4[C:23](=[O:34])[N:22]([CH2:35][CH2:36][CH3:37])[C:21](=[O:38])[N:20]([CH2:39][CH2:40][CH3:41])[C:19]=4[N:18]=3)[CH:14]=[N:13]2)[CH:6]=[CH:7][CH:8]=1. (7) The product is: [CH3:1][C@@H:2]1[CH2:7][CH2:6][CH2:5][N:4]([C:26](=[O:27])[C:25]2[CH:29]=[C:21]([CH3:20])[CH:22]=[CH:23][C:24]=2[C:30]2[N:31]=[N:32][CH:33]=[CH:34][CH:35]=2)[C@@H:3]1[CH2:8][N:9]1[C:17](=[O:18])[C:16]2[C:11](=[CH:12][CH:13]=[CH:14][CH:15]=2)[C:10]1=[O:19]. Given the reactants [CH3:1][C@@H:2]1[CH2:7][CH2:6][CH2:5][NH:4][C@@H:3]1[CH2:8][N:9]1[C:17](=[O:18])[C:16]2[C:11](=[CH:12][CH:13]=[CH:14][CH:15]=2)[C:10]1=[O:19].[CH3:20][C:21]1[CH:22]=[CH:23][C:24]([C:30]2[N:31]=[N:32][CH:33]=[CH:34][CH:35]=2)=[C:25]([CH:29]=1)[C:26](O)=[O:27].CCN(C(C)C)C(C)C.CCCP(=O)=O, predict the reaction product.